Dataset: Forward reaction prediction with 1.9M reactions from USPTO patents (1976-2016). Task: Predict the product of the given reaction. (1) Given the reactants [F:1][CH:2]([CH2:16][CH2:17][N:18]1[CH:22]=[C:21]([C:23]([O:25][CH3:26])=[O:24])[N:20]=[N:19]1)[CH2:3][N:4]1[CH:8]=[C:7]([C:9]([O:11]C(C)(C)C)=[O:10])[N:6]=[N:5]1, predict the reaction product. The product is: [F:1][CH:2]([CH2:16][CH2:17][N:18]1[CH:22]=[C:21]([C:23]([O:25][CH3:26])=[O:24])[N:20]=[N:19]1)[CH2:3][N:4]1[CH:8]=[C:7]([C:9]([OH:11])=[O:10])[N:6]=[N:5]1. (2) Given the reactants Br[C:2]1[CH:7]=[C:6]([NH:8]C(=O)OC(C)(C)C)[CH:5]=[CH:4][N:3]=1.[F:16][C:17]1[CH:22]=[CH:21][C:20]([CH3:23])=[CH:19][C:18]=1B(O)O.C(=O)([O-])[O-].[Na+].[Na+], predict the reaction product. The product is: [F:16][C:17]1[CH:22]=[CH:21][C:20]([CH3:23])=[CH:19][C:18]=1[C:2]1[CH:7]=[C:6]([NH2:8])[CH:5]=[CH:4][N:3]=1.